Dataset: Forward reaction prediction with 1.9M reactions from USPTO patents (1976-2016). Task: Predict the product of the given reaction. (1) Given the reactants [C:1]([NH:4][C:5]1[S:6][C:7]2[CH:13]=[CH:12][CH:11]=[C:10]([O:14][C:15]3[N:20]=[CH:19][N:18]=[C:17]([C:21]4[CH:26]=[CH:25][C:24]([C:27]([F:30])([F:29])[F:28])=[CH:23][C:22]=4[NH:31][C:32]([CH:34]4[CH2:39][CH2:38][CH2:37][CH2:36][NH:35]4)=[O:33])[CH:16]=3)[C:8]=2[N:9]=1)(=[O:3])[CH3:2].[CH:40](=O)[CH:41]([CH3:43])[CH3:42], predict the reaction product. The product is: [C:1]([NH:4][C:5]1[S:6][C:7]2[CH:13]=[CH:12][CH:11]=[C:10]([O:14][C:15]3[N:20]=[CH:19][N:18]=[C:17]([C:21]4[CH:26]=[CH:25][C:24]([C:27]([F:29])([F:30])[F:28])=[CH:23][C:22]=4[NH:31][C:32]([CH:34]4[CH2:39][CH2:38][CH2:37][CH2:36][N:35]4[CH2:40][CH:41]([CH3:43])[CH3:42])=[O:33])[CH:16]=3)[C:8]=2[N:9]=1)(=[O:3])[CH3:2]. (2) Given the reactants [CH2:1]([O:3][C:4](=[O:26])[C:5]([NH:18][C:19](OC(C)(C)C)=O)([CH2:10][C:11]1[CH:16]=[CH:15][C:14]([OH:17])=[CH:13][CH:12]=1)[C:6]([F:9])([F:8])[F:7])[CH3:2].C([O-])(=O)C.[Na+].COC1[CH2:38][CH2:37][CH:36](OC)O1, predict the reaction product. The product is: [CH2:1]([O:3][C:4](=[O:26])[C:5]([CH2:10][C:11]1[CH:12]=[CH:13][C:14]([OH:17])=[CH:15][CH:16]=1)([N:18]1[CH:19]=[CH:38][CH:37]=[CH:36]1)[C:6]([F:9])([F:8])[F:7])[CH3:2].